Dataset: Reaction yield outcomes from USPTO patents with 853,638 reactions. Task: Predict the reaction yield, written as a fraction of the theoretical maximum amount of product (1.0 means a 100% yield; for example, 0.34 means a 34% yield). (1) The catalyst is C(Cl)Cl.CO. The product is [CH3:26][C:27]1[C:32]([C:2]2[N:11]=[C:10]([NH:12][CH2:13][CH:14]([C:20]3[CH:25]=[CH:24][CH:23]=[CH:22][CH:21]=3)[C:15]3[NH:16][CH:17]=[CH:18][CH:19]=3)[C:9]3[C:4](=[CH:5][CH:6]=[CH:7][CH:8]=3)[N:3]=2)=[CH:31][N:30]2[CH:36]=[CH:37][N:38]=[C:29]2[CH:28]=1. The yield is 0.290. The reactants are Cl[C:2]1[N:11]=[C:10]([NH:12][CH2:13][CH:14]([C:20]2[CH:25]=[CH:24][CH:23]=[CH:22][CH:21]=2)[C:15]2[NH:16][CH:17]=[CH:18][CH:19]=2)[C:9]2[C:4](=[CH:5][CH:6]=[CH:7][CH:8]=2)[N:3]=1.[CH3:26][C:27]1[C:32](B(O)O)=[CH:31][N:30]2[CH:36]=[CH:37][N:38]=[C:29]2[CH:28]=1.N1C=CN2C=C(C3N=C(NCC(C4C=CC=CC=4)C4NC=CC=4)C4C(=CC=CC=4)N=3)C=CC=12. (2) The reactants are [Cl:1][C:2]1[CH:10]=[CH:9][C:8]([C:11]2[CH:12]=[CH:13][C:14]3[O:18][C:17]([C:19]4[CH:24]=[CH:23][C:22]([F:25])=[CH:21][CH:20]=4)=[C:16]([C:26](=[O:29])[NH:27][CH3:28])[C:15]=3[CH:30]=2)=[CH:7][C:3]=1[C:4](O)=[O:5].[C:31]([NH2:40])([C:34]1[CH:39]=[CH:38][CH:37]=[CH:36][CH:35]=1)([CH3:33])[CH3:32].C(N(CC)C(C)C)(C)C.CN(C(ON1N=NC2C=CC=NC1=2)=[N+](C)C)C.F[P-](F)(F)(F)(F)F. The catalyst is CN(C=O)C. The product is [Cl:1][C:2]1[CH:10]=[CH:9][C:8]([C:11]2[CH:12]=[CH:13][C:14]3[O:18][C:17]([C:19]4[CH:20]=[CH:21][C:22]([F:25])=[CH:23][CH:24]=4)=[C:16]([C:26]([NH:27][CH3:28])=[O:29])[C:15]=3[CH:30]=2)=[CH:7][C:3]=1[C:4](=[O:5])[NH:40][C:31]([C:34]1[CH:39]=[CH:38][CH:37]=[CH:36][CH:35]=1)([CH3:33])[CH3:32]. The yield is 0.450.